Dataset: Forward reaction prediction with 1.9M reactions from USPTO patents (1976-2016). Task: Predict the product of the given reaction. Given the reactants Br[C:2]1[N:7]2[C:8](=[O:21])[N:9]([CH2:11][C@@H:12]3[CH2:14][C@H:13]3[C:15]3[CH:20]=[CH:19][CH:18]=[CH:17][N:16]=3)[N:10]=[C:6]2[CH:5]=[CH:4][CH:3]=1.[NH:22]1[CH2:27][CH2:26][O:25][CH2:24][CH2:23]1, predict the reaction product. The product is: [O:25]1[CH2:26][CH2:27][N:22]([C:2]2[N:7]3[C:8](=[O:21])[N:9]([CH2:11][C@@H:12]4[CH2:14][C@H:13]4[C:15]4[CH:20]=[CH:19][CH:18]=[CH:17][N:16]=4)[N:10]=[C:6]3[CH:5]=[CH:4][CH:3]=2)[CH2:23][CH2:24]1.